Dataset: Reaction yield outcomes from USPTO patents with 853,638 reactions. Task: Predict the reaction yield, written as a fraction of the theoretical maximum amount of product (1.0 means a 100% yield; for example, 0.34 means a 34% yield). (1) The reactants are [CH3:1][O:2][C:3]1[CH:4]=[C:5]([CH2:11][CH2:12][NH2:13])[CH:6]=[C:7]([O:9][CH3:10])[CH:8]=1.C(N(CC)CC)C.[C:21](=S)=[S:22].S(Cl)(C1C=CC(C)=CC=1)(=O)=O. The catalyst is C1COCC1. The product is [N:13]([CH2:12][CH2:11][C:5]1[CH:6]=[C:7]([O:9][CH3:10])[CH:8]=[C:3]([O:2][CH3:1])[CH:4]=1)=[C:21]=[S:22]. The yield is 1.00. (2) The reactants are [NH2:1][CH2:2][C:3]1[CH:4]=[C:5]([CH2:27][C:28]([O:30][C:31]([CH3:34])([CH3:33])[CH3:32])=[O:29])[CH:6]=[CH:7][C:8]=1[O:9][C:10]1[CH:15]=[CH:14][C:13]([NH:16][C:17](=[O:26])[C:18]2[CH:23]=[CH:22][C:21]([Cl:24])=[C:20]([Cl:25])[CH:19]=2)=[CH:12][CH:11]=1.N1C=CC=CC=1.[C:41](Cl)(=[O:48])[C:42]1[CH:47]=[CH:46][CH:45]=[N:44][CH:43]=1. The catalyst is C(Cl)Cl.O. The product is [Cl:25][C:20]1[CH:19]=[C:18]([CH:23]=[CH:22][C:21]=1[Cl:24])[C:17]([NH:16][C:13]1[CH:12]=[CH:11][C:10]([O:9][C:8]2[CH:7]=[CH:6][C:5]([CH2:27][C:28]([O:30][C:31]([CH3:34])([CH3:33])[CH3:32])=[O:29])=[CH:4][C:3]=2[CH2:2][NH:1][C:41](=[O:48])[C:42]2[CH:47]=[CH:46][CH:45]=[N:44][CH:43]=2)=[CH:15][CH:14]=1)=[O:26]. The yield is 0.730. (3) The reactants are [O:1]=[C:2]1[CH:7]=[CH:6][N:5]([C:8]2[CH:13]=[CH:12][CH:11]=[C:10]([C:14]([F:17])([F:16])[F:15])[CH:9]=2)[N:4]=[C:3]1[CH:18]=O.[CH3:20][NH2:21].[CH2:22]=[N:23][CH:24](S(C1C=CC(C)=CC=1)(=O)=O)[C:25]1[CH:30]=[CH:29][CH:28]=[CH:27][CH:26]=1.C([O-])([O-])=O.[K+].[K+]. The catalyst is CN(C=O)C.O. The product is [CH3:20][N:21]1[C:18]([C:3]2[C:2](=[O:1])[CH:7]=[CH:6][N:5]([C:8]3[CH:13]=[CH:12][CH:11]=[C:10]([C:14]([F:17])([F:16])[F:15])[CH:9]=3)[N:4]=2)=[C:24]([C:25]2[CH:30]=[CH:29][CH:28]=[CH:27][CH:26]=2)[N:23]=[CH:22]1. The yield is 0.760. (4) The reactants are O[Li].O.SCC(O)=O.[CH2:9]([O:16][N:17]([C@H:30]1[CH2:35][N:34]([C:36]([O:38][C:39]([CH3:42])([CH3:41])[CH3:40])=[O:37])[C@H:33]([C:43]([O:45][CH2:46][CH3:47])=[O:44])[CH2:32][CH2:31]1)S(C1C=CC=CC=1[N+]([O-])=O)(=O)=O)[C:10]1[CH:15]=[CH:14][CH:13]=[CH:12][CH:11]=1. The catalyst is CN(C=O)C.O. The product is [CH2:9]([O:16][NH:17][C@H:30]1[CH2:35][N:34]([C:36]([O:38][C:39]([CH3:41])([CH3:42])[CH3:40])=[O:37])[C@H:33]([C:43]([O:45][CH2:46][CH3:47])=[O:44])[CH2:32][CH2:31]1)[C:10]1[CH:15]=[CH:14][CH:13]=[CH:12][CH:11]=1. The yield is 0.850. (5) The reactants are [CH:1]([CH:4]1[CH2:6][O:5]1)([CH3:3])[CH3:2].[NH:7]1[CH:11]=[CH:10][N:9]=[CH:8]1. The catalyst is C(#N)C. The product is [N:7]1([CH2:6][CH:4]([OH:5])[CH:1]([CH3:3])[CH3:2])[CH:11]=[CH:10][N:9]=[CH:8]1. The yield is 0.460. (6) The reactants are [Cl:1][C:2]1[CH:38]=[CH:37][C:5]([O:6][CH2:7][C:8]([N:10]2[CH2:15][CH2:14][N:13]([C:16]3[C:17]4[CH:29]=[C:28]([C:30]5[CH:35]=[CH:34][C:33]([F:36])=[CH:32][CH:31]=5)[S:27][C:18]=4[N:19]=[C:20]([C:22]([O:24]CC)=[O:23])[N:21]=3)[CH2:12][CH2:11]2)=[O:9])=[CH:4][CH:3]=1.Cl. The catalyst is CO.O1CCOCC1. The product is [Cl:1][C:2]1[CH:3]=[CH:4][C:5]([O:6][CH2:7][C:8]([N:10]2[CH2:11][CH2:12][N:13]([C:16]3[C:17]4[CH:29]=[C:28]([C:30]5[CH:35]=[CH:34][C:33]([F:36])=[CH:32][CH:31]=5)[S:27][C:18]=4[N:19]=[C:20]([C:22]([OH:24])=[O:23])[N:21]=3)[CH2:14][CH2:15]2)=[O:9])=[CH:37][CH:38]=1. The yield is 0.440.